Dataset: Forward reaction prediction with 1.9M reactions from USPTO patents (1976-2016). Task: Predict the product of the given reaction. (1) Given the reactants [NH2:1][C:2]1[CH:3]=[CH:4][C:5]([CH3:17])=[C:6]([B:8]2[O:16][C:13]([CH3:15])([CH3:14])[C:10]([CH3:12])([CH3:11])[O:9]2)[CH:7]=1.[CH3:18][N:19]1[CH2:24][CH2:23][N:22]([CH2:25][C:26]2[CH:34]=[CH:33][C:29]([C:30](O)=[O:31])=[CH:28][CH:27]=2)[CH2:21][CH2:20]1.F[P-](F)(F)(F)(F)F.N1(O[P+](N2CCCC2)(N2CCCC2)N2CCCC2)C2N=CC=CC=2N=N1.C(N(C(C)C)C(C)C)C, predict the reaction product. The product is: [CH3:17][C:5]1[CH:4]=[CH:3][C:2]([NH:1][C:30](=[O:31])[C:29]2[CH:28]=[CH:27][C:26]([CH2:25][N:22]3[CH2:21][CH2:20][N:19]([CH3:18])[CH2:24][CH2:23]3)=[CH:34][CH:33]=2)=[CH:7][C:6]=1[B:8]1[O:16][C:13]([CH3:15])([CH3:14])[C:10]([CH3:11])([CH3:12])[O:9]1. (2) The product is: [ClH:37].[F:36][CH:2]([F:1])[O:3][C:4]1[CH:5]=[CH:6][C:7]([C:16]2[NH:33][C:19]3[CH:20]=[N:21][NH:22][C:23](=[O:24])[C:18]=3[C:17]=2[CH2:34][CH3:35])=[C:8]2[C:13]=1[O:12][C:11]([CH3:15])([CH3:14])[CH:10]=[CH:9]2. Given the reactants [F:1][CH:2]([F:36])[O:3][C:4]1[CH:5]=[CH:6][C:7]([C:16]2[NH:33][C:19]3[CH:20]=[N:21][N:22](COCC[Si](C)(C)C)[C:23](=[O:24])[C:18]=3[C:17]=2[CH2:34][CH3:35])=[C:8]2[C:13]=1[O:12][C:11]([CH3:15])([CH3:14])[CH:10]=[CH:9]2.[Cl:37]C1C2C(=O)NN=CC=2N(COCC[Si](C)(C)C)C=1C1C=CC(OC(F)F)=C(OC2CC2)C=1, predict the reaction product. (3) Given the reactants [CH3:1][O:2][CH2:3][CH2:4][N:5]1[CH2:11][CH2:10][C:9]2[CH:12]=[C:13]([NH2:16])[CH:14]=[CH:15][C:8]=2[CH2:7][CH2:6]1.[Br:17][C:18]1[CH:19]=[C:20]([F:37])[C:21]([NH:28][C:29]2[C:34]([Cl:35])=[CH:33][N:32]=[C:31](Cl)[N:30]=2)=[C:22]([CH:27]=1)[C:23]([NH:25][CH3:26])=[O:24], predict the reaction product. The product is: [Br:17][C:18]1[CH:19]=[C:20]([F:37])[C:21]([NH:28][C:29]2[C:34]([Cl:35])=[CH:33][N:32]=[C:31]([NH:16][C:13]3[CH:14]=[CH:15][C:8]4[CH2:7][CH2:6][N:5]([CH2:4][CH2:3][O:2][CH3:1])[CH2:11][CH2:10][C:9]=4[CH:12]=3)[N:30]=2)=[C:22]([CH:27]=1)[C:23]([NH:25][CH3:26])=[O:24].